Dataset: Forward reaction prediction with 1.9M reactions from USPTO patents (1976-2016). Task: Predict the product of the given reaction. Given the reactants [CH3:1][O:2][C:3]([C:5]1[CH:6]=[N:7][N:8]([C:12]([CH3:15])([CH3:14])[CH3:13])[C:9]=1[CH2:10]Br)=[O:4].[O-:16][CH2:17][CH3:18].[Na+].[CH2:20](O)C, predict the reaction product. The product is: [CH2:1]([O:2][C:3]([C:5]1[CH:6]=[N:7][N:8]([C:12]([CH3:15])([CH3:14])[CH3:13])[C:9]=1[CH2:10][O:16][CH2:17][CH3:18])=[O:4])[CH3:20].